Task: Predict the product of the given reaction.. Dataset: Forward reaction prediction with 1.9M reactions from USPTO patents (1976-2016) (1) Given the reactants Br.[NH2:2][C:3]1[N:7]2[C:8](SC)=[N:9][CH:10]=[C:11]([Cl:12])[C:6]2=[N:5][N:4]=1.[C:15](OCC)(=[O:18])C=C.C[O-].[Na+].C(O)(=O)C, predict the reaction product. The product is: [NH2:2][C:3]1[N:7]=[C:6]2[N:5]([C:8]([O:18][CH3:15])=[N:9][CH:10]=[C:11]2[Cl:12])[N:4]=1. (2) Given the reactants [I:1][C:2]1[C:10]2[C:5](=[N:6][C:7]([CH3:11])=[CH:8][CH:9]=2)[NH:4][N:3]=1.C(=O)([O-])[O-].[Cs+].[Cs+].Br[CH2:19][C:20]1[CH:25]=[CH:24][CH:23]=[C:22]([F:26])[C:21]=1[F:27].O, predict the reaction product. The product is: [F:27][C:21]1[C:22]([F:26])=[CH:23][CH:24]=[CH:25][C:20]=1[CH2:19][N:4]1[C:5]2=[N:6][C:7]([CH3:11])=[CH:8][CH:9]=[C:10]2[C:2]([I:1])=[N:3]1. (3) Given the reactants Br[C:2]1[C:6]2[CH:7]=[N:8][C:9]([NH2:23])=[C:10]([O:11][C@@H:12]([C:14]3[C:19]([Cl:20])=[CH:18][CH:17]=[C:16]([F:21])[C:15]=3[Cl:22])[CH3:13])[C:5]=2[O:4][CH:3]=1.[C:24]([O:28][C:29]([N:31]1[CH2:36][CH:35]=[C:34](B2OC(C)(C)C(C)(C)O2)[CH2:33][CH2:32]1)=[O:30])([CH3:27])([CH3:26])[CH3:25].C(=O)([O-])[O-].[K+].[K+].O1CCOCC1, predict the reaction product. The product is: [C:24]([O:28][C:29]([N:31]1[CH2:32][CH:33]=[C:34]([C:2]2[C:6]3[CH:7]=[N:8][C:9]([NH2:23])=[C:10]([O:11][C@@H:12]([C:14]4[C:19]([Cl:20])=[CH:18][CH:17]=[C:16]([F:21])[C:15]=4[Cl:22])[CH3:13])[C:5]=3[O:4][CH:3]=2)[CH2:35][CH2:36]1)=[O:30])([CH3:27])([CH3:25])[CH3:26]. (4) The product is: [O:18]([C:24]1[CH:23]=[C:22]([C:26]2[N:27]([C:31]3[CH:36]=[CH:35][CH:34]=[CH:33][CH:32]=3)[CH:28]=[CH:29][N:30]=2)[CH:21]=[CH:20][CH:25]=1)[C:14]1[CH:13]=[C:12]([C:8]2[N:7]([C:1]3[CH:6]=[CH:5][CH:4]=[CH:3][CH:2]=3)[CH:11]=[CH:10][N:9]=2)[CH:17]=[CH:16][CH:15]=1. Given the reactants [C:1]1([N:7]2[CH:11]=[CH:10][N:9]=[C:8]2[C:12]2[CH:13]=[C:14]([OH:18])[CH:15]=[CH:16][CH:17]=2)[CH:6]=[CH:5][CH:4]=[CH:3][CH:2]=1.I[C:20]1[CH:21]=[C:22]([C:26]2[N:27]([C:31]3[CH:36]=[CH:35][CH:34]=[CH:33][CH:32]=3)[CH:28]=[CH:29][N:30]=2)[CH:23]=[CH:24][CH:25]=1.N1C=CC=CC=1C(O)=O.O.[O-]P([O-])([O-])=O.[K+].[K+].[K+], predict the reaction product. (5) The product is: [Br:10][C:7]1[CH:8]=[CH:9][C:4]([C:3]([OH:2])=[O:27])=[CH:5][C:6]=1[CH2:11][N:12]1[CH2:13][CH2:14][CH:15]([C:18]2[C:26]3[C:21](=[CH:22][CH:23]=[CH:24][CH:25]=3)[N:20]([CH2:29][CH:30]3[O:34][CH2:33][CH2:32][O:31]3)[CH:19]=2)[CH2:16][CH2:17]1. Given the reactants C[O:2][C:3](=[O:27])[C:4]1[CH:9]=[CH:8][C:7]([Br:10])=[C:6]([CH2:11][N:12]2[CH2:17][CH2:16][CH:15]([C:18]3[C:26]4[C:21](=[CH:22][CH:23]=[CH:24][CH:25]=4)[NH:20][CH:19]=3)[CH2:14][CH2:13]2)[CH:5]=1.Br[CH2:29][CH:30]1[O:34][CH2:33][CH2:32][O:31]1, predict the reaction product. (6) Given the reactants [CH3:1][C:2]1([CH3:19])[CH2:7][O:6][CH:5]([CH2:8][O:9][C:10]2[CH:15]=[CH:14][N:13]=[C:12]([CH2:16]O)[C:11]=2[CH3:18])[O:4][CH2:3]1.C(N(CC)CC)C.CS(Cl)(=O)=O.[SH:32][C:33]1[NH:34][C:35]2[CH:41]=[CH:40][CH:39]=[CH:38][C:36]=2[N:37]=1, predict the reaction product. The product is: [CH3:1][C:2]1([CH3:19])[CH2:7][O:6][CH:5]([CH2:8][O:9][C:10]2[CH:15]=[CH:14][N:13]=[C:12]([CH2:16][S:32][C:33]3[NH:37][C:36]4[CH:38]=[CH:39][CH:40]=[CH:41][C:35]=4[N:34]=3)[C:11]=2[CH3:18])[O:4][CH2:3]1.